Dataset: Full USPTO retrosynthesis dataset with 1.9M reactions from patents (1976-2016). Task: Predict the reactants needed to synthesize the given product. (1) Given the product [NH2:1][CH2:2][C@@:3]([OH:21])([CH2:8][C:9]([C:12]1[C:20]2[O:19][CH2:18][CH2:17][C:16]=2[CH:15]=[CH:14][CH:13]=1)([CH3:11])[CH3:10])[C:4]([F:6])([F:7])[F:5], predict the reactants needed to synthesize it. The reactants are: [NH2:1][CH2:2][C@:3]([OH:21])([CH2:8][C:9]([C:12]1[C:20]2[O:19][CH2:18][CH2:17][C:16]=2[CH:15]=[CH:14][CH:13]=1)([CH3:11])[CH3:10])[C:4]([F:7])([F:6])[F:5].O1C2C(C(C)(C)C[C@@](CN[C@@H](C3C=CC=CC=3)C)(O)C(F)(F)F)=CC=CC=2CC1. (2) Given the product [CH3:1][O:2][C:3]1[CH:4]=[CH:5][C:6]([S:9]([NH:12][C:13]2[CH:14]=[C:15](/[C:19](/[C:26]3[CH:31]=[CH:30][CH:29]=[CH:28][CH:27]=3)=[CH:20]\[C:21]([OH:23])=[O:22])[CH:16]=[CH:17][CH:18]=2)(=[O:10])=[O:11])=[CH:7][CH:8]=1, predict the reactants needed to synthesize it. The reactants are: [CH3:1][O:2][C:3]1[CH:8]=[CH:7][C:6]([S:9]([NH:12][C:13]2[CH:14]=[C:15](/[C:19](/[C:26]3[CH:31]=[CH:30][CH:29]=[CH:28][CH:27]=3)=[CH:20]\[C:21]([O:23]CC)=[O:22])[CH:16]=[CH:17][CH:18]=2)(=[O:11])=[O:10])=[CH:5][CH:4]=1.[OH-].[Na+]. (3) Given the product [Br:1][C:2]1[CH:3]=[C:4]([C:10]#[C:9][C:11]2[CH:16]=[C:15]([CH3:17])[N:14]=[C:13]([CH3:18])[CH:12]=2)[CH:5]=[CH:6][CH:7]=1, predict the reactants needed to synthesize it. The reactants are: [Br:1][C:2]1[CH:7]=[CH:6][CH:5]=[C:4](I)[CH:3]=1.[C:9]([C:11]1[CH:16]=[C:15]([CH3:17])[N:14]=[C:13]([CH3:18])[CH:12]=1)#[CH:10]. (4) Given the product [NH2:1][C@H:2]1[CH2:7][CH2:6][C@H:5]([NH:8][C:9]2[CH:10]=[C:11]([NH:28][S:29]([CH3:32])(=[O:30])=[O:31])[C:12]3[N:13]([C:15]([C:18]([NH:20][C:21]4[CH:26]=[CH:25][N:24]=[CH:23][C:22]=4[F:27])=[O:19])=[CH:16][N:17]=3)[N:14]=2)[CH2:4][CH2:3]1, predict the reactants needed to synthesize it. The reactants are: [NH2:1][C@H:2]1[CH2:7][CH2:6][C@H:5]([NH:8][C:9]2[CH:10]=[C:11]([N:28](CC3C=CC(OC)=CC=3)[S:29]([CH3:32])(=[O:31])=[O:30])[C:12]3[N:13]([C:15]([C:18]([NH:20][C:21]4[CH:26]=[CH:25][N:24]=[CH:23][C:22]=4[F:27])=[O:19])=[CH:16][N:17]=3)[N:14]=2)[CH2:4][CH2:3]1. (5) Given the product [Cl:1][C:2]1[CH:3]=[CH:4][C:5]([O:15][CH2:16][CH:17]([CH3:19])[CH3:18])=[C:6]([C:8]([F:14])([F:13])[C:9]([NH2:20])=[O:10])[CH:7]=1, predict the reactants needed to synthesize it. The reactants are: [Cl:1][C:2]1[CH:3]=[CH:4][C:5]([O:15][CH2:16][CH:17]([CH3:19])[CH3:18])=[C:6]([C:8]([F:14])([F:13])[C:9](OC)=[O:10])[CH:7]=1.[NH3:20]. (6) Given the product [N:12]1[CH:13]=[CH:14][CH:15]=[CH:16][C:11]=1[CH:10]=[CH:9][CH2:8][CH2:7][CH2:6][C:5]([O:4][CH3:3])=[O:17], predict the reactants needed to synthesize it. The reactants are: C([CH2:3][O:4][C:5](=[O:17])[CH2:6][CH2:7][CH2:8][CH:9]=[CH:10][C:11]1[CH:16]=[CH:15][CH:14]=[CH:13][N:12]=1)#N.C(N(CC)CC)C. (7) Given the product [C:21]([NH:25][C:18]([CH:16]1[CH2:15][CH:14]([NH:13][C@@H:11]([C:1]2[C:10]3[C:5](=[CH:6][CH:7]=[CH:8][CH:9]=3)[CH:4]=[CH:3][CH:2]=2)[CH3:12])[CH2:17]1)=[O:19])([CH3:24])([CH3:23])[CH3:22], predict the reactants needed to synthesize it. The reactants are: [C:1]1([C@H:11]([NH:13][CH:14]2[CH2:17][CH:16]([C:18](O)=[O:19])[CH2:15]2)[CH3:12])[C:10]2[C:5](=[CH:6][CH:7]=[CH:8][CH:9]=2)[CH:4]=[CH:3][CH:2]=1.[C:21]([NH2:25])([CH3:24])([CH3:23])[CH3:22].